Dataset: Reaction yield outcomes from USPTO patents with 853,638 reactions. Task: Predict the reaction yield, written as a fraction of the theoretical maximum amount of product (1.0 means a 100% yield; for example, 0.34 means a 34% yield). (1) The reactants are [Br:1][C:2]1[CH:14]=[CH:13][C:5]([CH:6]=[CH:7]C(N=[N+]=[N-])=O)=[CH:4][CH:3]=1.C([N:19]([CH2:24]CCC)CCCC)CCC.C1([O:34]C2C=CC=CC=2)C=CC=CC=1. No catalyst specified. The product is [Br:1][C:2]1[CH:3]=[C:4]2[C:5]([CH:6]=[CH:7][NH:19][C:24]2=[O:34])=[CH:13][CH:14]=1. The yield is 0.300. (2) The reactants are [CH3:1][O:2][C:3](=[O:16])[CH2:4][CH:5]([C:10]1[CH:15]=[CH:14][CH:13]=[CH:12][CH:11]=1)[CH2:6][N+:7]([O-:9])=[O:8].Cl. The catalyst is C(O)(C)(C)C.C(OC)(=O)C=C.C(OCC)C. The product is [CH3:1][O:2][C:3](=[O:16])[CH2:4][CH:5]([C:10]1[CH:11]=[CH:12][CH:13]=[CH:14][CH:15]=1)[CH:6]([N+:7]([O-:9])=[O:8])[CH2:5][CH2:4][C:3]([O:2][CH3:1])=[O:16]. The yield is 0.488. (3) The reactants are [F:1][C:2]1[CH:3]=[C:4]([C:8]2[C:12]([CH2:13][N:14]3C(=O)C4C(=CC=CC=4)C3=O)=[C:11]([CH3:25])[O:10][N:9]=2)[CH:5]=[CH:6][CH:7]=1.O.NN. The catalyst is C1COCC1.C(O)C. The product is [F:1][C:2]1[CH:3]=[C:4]([C:8]2[C:12]([CH2:13][NH2:14])=[C:11]([CH3:25])[O:10][N:9]=2)[CH:5]=[CH:6][CH:7]=1. The yield is 0.770. (4) The reactants are [NH2:1][C:2]1[NH:6][N:5]=[C:4]([NH:7][C:8]2[CH:13]=[C:12]([Cl:14])[C:11]([S:15][C:16]3[CH:23]=[CH:22][C:19]([C:20]#[N:21])=[CH:18][CH:17]=3)=[C:10]([Cl:24])[CH:9]=2)[N:3]=1.[OH:25]OS([O-])=O.[K+]. The catalyst is CO. The product is [NH2:1][C:2]1[NH:6][N:5]=[C:4]([NH:7][C:8]2[CH:9]=[C:10]([Cl:24])[C:11]([S:15]([C:16]3[CH:23]=[CH:22][C:19]([C:20]#[N:21])=[CH:18][CH:17]=3)=[O:25])=[C:12]([Cl:14])[CH:13]=2)[N:3]=1. The yield is 0.0300. (5) The reactants are [F:1][C:2]1[CH:7]=[CH:6][C:5]([CH:8]2[C:13]3=[N:14][NH:15][C:16](=[O:21])[C:17]4[CH:18]=[CH:19][CH:20]=[C:11]([C:12]=43)[NH:10][CH:9]2[C:22]2[CH:29]=[CH:28][C:25]([CH:26]=O)=[CH:24][CH:23]=2)=[CH:4][CH:3]=1.[N:30]1([C:36]([O:38][C:39]([CH3:42])([CH3:41])[CH3:40])=[O:37])[CH2:35][CH2:34][NH:33][CH2:32][CH2:31]1.C(O)(=O)C.C(O[BH-](OC(=O)C)OC(=O)C)(=O)C.[Na+]. The catalyst is ClCCl. The product is [F:1][C:2]1[CH:3]=[CH:4][C:5]([CH:8]2[C:13]3=[N:14][NH:15][C:16](=[O:21])[C:17]4[CH:18]=[CH:19][CH:20]=[C:11]([C:12]=43)[NH:10][CH:9]2[C:22]2[CH:23]=[CH:24][C:25]([CH2:26][N:33]3[CH2:34][CH2:35][N:30]([C:36]([O:38][C:39]([CH3:42])([CH3:41])[CH3:40])=[O:37])[CH2:31][CH2:32]3)=[CH:28][CH:29]=2)=[CH:6][CH:7]=1. The yield is 0.320.